From a dataset of Reaction yield outcomes from USPTO patents with 853,638 reactions. Predict the reaction yield, written as a fraction of the theoretical maximum amount of product (1.0 means a 100% yield; for example, 0.34 means a 34% yield). (1) The reactants are CO[C:3]([C@H:5]1[C@@H:10]([NH:11][CH2:12][C:13]2[CH:18]=[CH:17][C:16]([F:19])=[CH:15][CH:14]=2)[CH:9]2[CH2:20][CH2:21][CH:6]1[CH2:7][CH2:8]2)=[O:4].[CH3:22][S:23]([NH:26][C:27]1[CH:42]=[CH:41][C:30]2[NH:31][C:32]([CH2:37][C:38](O)=[O:39])=[N:33][S:34](=[O:36])(=[O:35])[C:29]=2[CH:28]=1)(=[O:25])=[O:24].CN1CCOCC1.Cl.CN(C)CCCN=C=NCC.[O-]CC.[Na+]. The catalyst is CN(C)C=O.C(O)C. The product is [F:19][C:16]1[CH:17]=[CH:18][C:13]([CH2:12][N:11]2[C:38](=[O:39])[C:37]([C:32]3[NH:31][C:30]4[CH:41]=[CH:42][C:27]([NH:26][S:23]([CH3:22])(=[O:25])=[O:24])=[CH:28][C:29]=4[S:34](=[O:36])(=[O:35])[N:33]=3)=[C:3]([OH:4])[C@H:5]3[C@@H:10]2[CH:9]2[CH2:8][CH2:7][CH:6]3[CH2:21][CH2:20]2)=[CH:14][CH:15]=1. The yield is 0.590. (2) The reactants are CN(C)C=O.[Br:6][C:7]1[C:8]([F:16])=[C:9]([CH:13]=[CH:14][CH:15]=1)[C:10]([NH2:12])=O.N1C(Cl)=NC(Cl)=NC=1Cl. The catalyst is C(OCC)(=O)C. The product is [Br:6][C:7]1[C:8]([F:16])=[C:9]([CH:13]=[CH:14][CH:15]=1)[C:10]#[N:12]. The yield is 0.960. (3) The reactants are N(OC(C)(C)C)=O.[CH3:8][O:9][C:10]1[CH:19]=[C:18]2[C:13]([CH:14]=[CH:15][CH:16]=[C:17]2N)=[CH:12][CH:11]=1.[ClH:21]. The catalyst is C(#N)C. The product is [Cl:21][C:17]1[CH:16]=[CH:15][CH:14]=[C:13]2[C:18]=1[CH:19]=[C:10]([O:9][CH3:8])[CH:11]=[CH:12]2. The yield is 0.410. (4) The product is [F:35][C:10]1([F:36])[C:9]2[C:32](=[CH:33][CH:34]=[C:7]([CH:41]=[CH2:42])[CH:8]=2)[C:13]2=[N:14][O:15][C:16]([C:17]3[C:21]([C:22]([F:25])([F:23])[F:24])=[C:20]([C:26]4[CH:27]=[CH:28][CH:29]=[CH:30][CH:31]=4)[O:19][N:18]=3)=[C:12]2[CH2:11]1. The reactants are FC(F)(F)S(O[C:7]1[CH:8]=[C:9]2[C:32](=[CH:33][CH:34]=1)[C:13]1=[N:14][O:15][C:16]([C:17]3[C:21]([C:22]([F:25])([F:24])[F:23])=[C:20]([C:26]4[CH:31]=[CH:30][CH:29]=[CH:28][CH:27]=4)[O:19][N:18]=3)=[C:12]1[CH2:11][C:10]2([F:36])[F:35])(=O)=O.[Cl-].[Li+].[CH2:41]([Sn](CCCC)(CCCC)C=C)[CH2:42]CC. The catalyst is O1CCOCC1. The yield is 0.637.